From a dataset of Catalyst prediction with 721,799 reactions and 888 catalyst types from USPTO. Predict which catalyst facilitates the given reaction. (1) Reactant: C[Si](C)(C)[C:3]#[C:4]/[CH:5]=[CH:6]\[C:7]1[CH:12]=[CH:11][CH:10]=[CH:9][N:8]=1.[F-].[Cs+].[CH2:17]([OH:24])[C:18]1[CH:23]=[CH:22][CH:21]=[CH:20][CH:19]=1. Product: [CH2:17]([O:24][CH2:3][C:4]1[N:8]2[C:7]([CH:12]=[CH:11][CH:10]=[CH:9]2)=[CH:6][CH:5]=1)[C:18]1[CH:23]=[CH:22][CH:21]=[CH:20][CH:19]=1. The catalyst class is: 11. (2) The catalyst class is: 201. Product: [CH3:1][C:2]1[CH:7]=[CH:6][C:5]([S:8]([O:11][CH2:12][C:13]2([CH3:25])[CH2:17][C:16]3[CH:18]=[C:19]([Cl:24])[CH:20]=[C:21]([OH:22])[C:15]=3[O:14]2)(=[O:9])=[O:10])=[CH:4][CH:3]=1. Reactant: [CH3:1][C:2]1[CH:7]=[CH:6][C:5]([S:8]([O:11][CH2:12][C:13]2([CH3:25])[CH2:17][C:16]3[CH:18]=[C:19]([Cl:24])[CH:20]=[C:21]([O:22]C)[C:15]=3[O:14]2)(=[O:10])=[O:9])=[CH:4][CH:3]=1. (3) Reactant: [C:1]([C:3]1[C:4]([N:16]2[CH2:19][CH:18]([C:20](O)=[O:21])[CH2:17]2)=[N:5][C:6]([CH3:15])=[C:7]([C:9]([O:11][CH:12]([CH3:14])[CH3:13])=[O:10])[CH:8]=1)#[N:2].CCN(C(C)C)C(C)C.CN(C(ON1N=NC2C=CC=CC1=2)=[N+](C)C)C.[B-](F)(F)(F)F.C(Cl)Cl.[F:57][C:58]([F:70])([F:69])[C:59]1[CH:64]=[CH:63][C:62]([S:65]([NH2:68])(=[O:67])=[O:66])=[CH:61][CH:60]=1.OS([O-])(=O)=O.[Na+]. Product: [C:1]([C:3]1[C:4]([N:16]2[CH2:17][CH:18]([C:20]([NH:68][S:65]([C:62]3[CH:61]=[CH:60][C:59]([C:58]([F:57])([F:70])[F:69])=[CH:64][CH:63]=3)(=[O:66])=[O:67])=[O:21])[CH2:19]2)=[N:5][C:6]([CH3:15])=[C:7]([CH:8]=1)[C:9]([O:11][CH:12]([CH3:13])[CH3:14])=[O:10])#[N:2]. The catalyst class is: 3. (4) Reactant: [F:1][C:2]1[CH:3]=[C:4]([C@H:9]2[CH2:14][C@H:13]([CH3:15])[NH:12][CH2:11][C@@H:10]2[CH2:16][OH:17])[CH:5]=[CH:6][C:7]=1[F:8].[CH3:18][C:19]([O:22][C:23](O[C:23]([O:22][C:19]([CH3:21])([CH3:20])[CH3:18])=[O:24])=[O:24])([CH3:21])[CH3:20].C(N(CC)CC)C. Product: [F:1][C:2]1[CH:3]=[C:4]([C@@H:9]2[C@@H:10]([CH2:16][OH:17])[CH2:11][N:12]([C:23]([O:22][C:19]([CH3:21])([CH3:20])[CH3:18])=[O:24])[C@@H:13]([CH3:15])[CH2:14]2)[CH:5]=[CH:6][C:7]=1[F:8]. The catalyst class is: 4. (5) Reactant: N1(C(N)=O)CCOCC1.[F:10][C:11]1[CH:16]=[CH:15][C:14]([C:17]2[CH:18]=[C:19]([C:23](O)=[O:24])[CH:20]=[N:21][CH:22]=2)=[CH:13][CH:12]=1.S(=O)(=O)(O)O. Product: [F:10][C:11]1[CH:12]=[CH:13][C:14]([C:17]2[CH:18]=[C:19]([CH:23]=[O:24])[CH:20]=[N:21][CH:22]=2)=[CH:15][CH:16]=1. The catalyst class is: 1. (6) Reactant: [C:1]([O:5][C:6]([N:8]1[CH2:13][CH2:12][N:11]([C:14]2[C:23]([O:24][CH3:25])=[C:22]3[C:17]([C:18](=[O:32])[C:19]([C:29]([OH:31])=[O:30])=[CH:20][N:21]3[CH:26]3[CH2:28][CH2:27]3)=[CH:16][C:15]=2[F:33])[CH2:10][CH:9]1[CH3:34])=[O:7])([CH3:4])([CH3:3])[CH3:2].C([O-])([O-])=O.[K+].[K+].[CH2:41](Br)[CH:42]=[CH2:43]. Product: [C:1]([O:5][C:6]([N:8]1[CH2:13][CH2:12][N:11]([C:14]2[C:23]([O:24][CH3:25])=[C:22]3[C:17]([C:18](=[O:32])[C:19]([C:29]([O:31][CH2:43][CH:42]=[CH2:41])=[O:30])=[CH:20][N:21]3[CH:26]3[CH2:28][CH2:27]3)=[CH:16][C:15]=2[F:33])[CH2:10][CH:9]1[CH3:34])=[O:7])([CH3:4])([CH3:2])[CH3:3]. The catalyst class is: 3. (7) Reactant: [CH2:1]1[C:7]2[CH:8]=[CH:9][C:10]([C:12]([OH:14])=[O:13])=[CH:11][C:6]=2[CH2:5][CH2:4][NH:3][CH2:2]1.O.O1CCCC1.[C:21](O[C:21]([O:23][C:24]([CH3:27])([CH3:26])[CH3:25])=[O:22])([O:23][C:24]([CH3:27])([CH3:26])[CH3:25])=[O:22]. Product: [C:24]([O:23][C:21]([N:3]1[CH2:2][CH2:1][C:7]2[CH:8]=[CH:9][C:10]([C:12]([OH:14])=[O:13])=[CH:11][C:6]=2[CH2:5][CH2:4]1)=[O:22])([CH3:27])([CH3:26])[CH3:25]. The catalyst class is: 74. (8) Reactant: [NH2:1][C:2]1[C:3]([C:14]([NH:16][NH2:17])=O)=[N:4][C:5]([C:8]2[CH:9]=[N:10][CH:11]=[CH:12][CH:13]=2)=[CH:6][N:7]=1.Cl.[C:19](N)(=[NH:26])[C:20]1[CH:25]=[CH:24][CH:23]=[CH:22][CH:21]=1.C([O-])C.[Na+]. Product: [C:20]1([C:19]2[NH:26][C:14]([C:3]3[C:2]([NH2:1])=[N:7][CH:6]=[C:5]([C:8]4[CH:9]=[N:10][CH:11]=[CH:12][CH:13]=4)[N:4]=3)=[N:16][N:17]=2)[CH:25]=[CH:24][CH:23]=[CH:22][CH:21]=1. The catalyst class is: 3. (9) The catalyst class is: 89. Reactant: C([O:5][C:6](=[O:38])[CH2:7][CH2:8][CH2:9][CH2:10][C@H:11]([O:13][C:14]1[C:15]2[C:22]([C:23]3[CH:28]=[CH:27][C:26]([O:29][CH3:30])=[CH:25][CH:24]=3)=[C:21]([C:31]3[CH:36]=[CH:35][CH:34]=[CH:33][C:32]=3[F:37])[O:20][C:16]=2[N:17]=[CH:18][N:19]=1)[CH3:12])(C)(C)C. Product: [F:37][C:32]1[CH:33]=[CH:34][CH:35]=[CH:36][C:31]=1[C:21]1[O:20][C:16]2[N:17]=[CH:18][N:19]=[C:14]([O:13][C@H:11]([CH3:12])[CH2:10][CH2:9][CH2:8][CH2:7][C:6]([OH:38])=[O:5])[C:15]=2[C:22]=1[C:23]1[CH:28]=[CH:27][C:26]([O:29][CH3:30])=[CH:25][CH:24]=1.